This data is from Forward reaction prediction with 1.9M reactions from USPTO patents (1976-2016). The task is: Predict the product of the given reaction. (1) Given the reactants [N+:1]([C:4]1[CH:17]=[CH:16][C:7]([C:8]([O:10][CH2:11][C@:12]2([CH3:15])[CH2:14][O:13]2)=[O:9])=[CH:6][CH:5]=1)([O-:3])=[O:2].C(=O)([O-])[O-].[Cs+].[Cs+].[I:24][C:25]1[CH:26]=[N:27][NH:28][CH:29]=1, predict the reaction product. The product is: [N+:1]([C:4]1[CH:17]=[CH:16][C:7]([C:8]([O:10][CH2:11][C@:12]([OH:13])([CH3:15])[CH2:14][N:27]2[CH:26]=[C:25]([I:24])[CH:29]=[N:28]2)=[O:9])=[CH:6][CH:5]=1)([O-:3])=[O:2]. (2) Given the reactants [Cl:1][C:2]1[N:7]=[C:6](Cl)[C:5]([Cl:9])=[CH:4][N:3]=1.[NH2:10][C:11]1[CH:21]=[CH:20][CH:19]=[CH:18][C:12]=1[C:13]([N:15]([CH3:17])[CH3:16])=[O:14].C(N(C(C)C)CC)(C)C, predict the reaction product. The product is: [Cl:1][C:2]1[N:7]=[C:6]([NH:10][C:11]2[CH:21]=[CH:20][CH:19]=[CH:18][C:12]=2[C:13]([N:15]([CH3:17])[CH3:16])=[O:14])[C:5]([Cl:9])=[CH:4][N:3]=1. (3) Given the reactants [CH2:1]([CH:9]([O:18][C:19]1[C:27]2[S:28][CH:29]=[CH:30][C:26]=2[C:25]([O:31][CH:32]([CH2:41][CH2:42][CH2:43][CH2:44][CH2:45][CH2:46][CH2:47][CH3:48])[CH2:33][CH2:34][CH2:35][CH2:36][CH2:37][CH2:38][CH2:39][CH3:40])=[C:21]2[S:22][CH:23]=[CH:24][C:20]=12)[CH2:10][CH2:11][CH2:12][CH2:13][CH2:14][CH2:15][CH2:16][CH3:17])[CH2:2][CH2:3][CH2:4][CH2:5][CH2:6][CH2:7][CH3:8].C([Li])CCC.[CH3:54][Sn:55](Cl)([CH3:57])[CH3:56], predict the reaction product. The product is: [CH2:1]([CH:9]([O:18][C:19]1[C:27]2[S:28][C:29]([Sn:55]([CH3:57])([CH3:56])[CH3:54])=[CH:30][C:26]=2[C:25]([O:31][CH:32]([CH2:33][CH2:34][CH2:35][CH2:36][CH2:37][CH2:38][CH2:39][CH3:40])[CH2:41][CH2:42][CH2:43][CH2:44][CH2:45][CH2:46][CH2:47][CH3:48])=[C:21]2[S:22][C:23]([Sn:55]([CH3:57])([CH3:56])[CH3:54])=[CH:24][C:20]=12)[CH2:10][CH2:11][CH2:12][CH2:13][CH2:14][CH2:15][CH2:16][CH3:17])[CH2:2][CH2:3][CH2:4][CH2:5][CH2:6][CH2:7][CH3:8]. (4) Given the reactants [N+:1]([C:4]1[CH:12]=[CH:11][CH:10]=[C:9]2[C:5]=1[CH:6]=[CH:7][NH:8]2)([O-:3])=[O:2].[OH-].[K+].[Br:15][CH2:16][CH2:17][CH2:18]Br, predict the reaction product. The product is: [Br:15][CH2:16][CH2:17][CH2:18][N:8]1[C:9]2[C:5](=[C:4]([N+:1]([O-:3])=[O:2])[CH:12]=[CH:11][CH:10]=2)[CH:6]=[CH:7]1.